This data is from Full USPTO retrosynthesis dataset with 1.9M reactions from patents (1976-2016). The task is: Predict the reactants needed to synthesize the given product. (1) Given the product [Br:1][C:2]1[CH2:6][CH:5]([C:7]2[N:8]=[N:9][N:10]([CH2:20][C:21]([O:23][C:24]([CH3:27])([CH3:26])[CH3:25])=[O:22])[N:11]=2)[O:4][N:3]=1, predict the reactants needed to synthesize it. The reactants are: [Br:1][C:2]1[CH2:6][CH:5]([C:7]2[N:8]=[N:9][NH:10][N:11]=2)[O:4][N:3]=1.C(N(CC)CC)C.Br[CH2:20][C:21]([O:23][C:24]([CH3:27])([CH3:26])[CH3:25])=[O:22].Cl. (2) Given the product [Br:1][C:2]1[CH:3]=[CH:4][C:5]([S:8][CH:9]([CH2:13][C:14]2([CH3:17])[CH2:16][CH2:15]2)[C:10]([NH:33][CH2:28][C:27]#[N:26])=[O:12])=[CH:6][CH:7]=1, predict the reactants needed to synthesize it. The reactants are: [Br:1][C:2]1[CH:7]=[CH:6][C:5]([S:8][CH:9]([CH2:13][C:14]2([CH3:17])[CH2:16][CH2:15]2)[C:10]([OH:12])=O)=[CH:4][CH:3]=1.CN(C(O[N:26]1N=[N:33][C:28]2C=CC=N[C:27]1=2)=[N+](C)C)C.F[P-](F)(F)(F)(F)F.Cl.NCC#N.C(N(CC)C(C)C)(C)C.